From a dataset of Full USPTO retrosynthesis dataset with 1.9M reactions from patents (1976-2016). Predict the reactants needed to synthesize the given product. (1) Given the product [CH:1]1([NH:10][C:11]2[N:16]3[N:17]=[CH:18][C:19]([C:20]([NH:41][S:38]([CH3:37])(=[O:40])=[O:39])=[O:21])=[C:15]3[N:14]=[CH:13][C:12]=2[C:23]([N:25]2[CH2:30][CH2:29][CH:28]([C:31]3[CH:32]=[CH:33][CH:34]=[CH:35][CH:36]=3)[CH2:27][CH2:26]2)=[O:24])[C:9]2[C:4](=[CH:5][CH:6]=[CH:7][CH:8]=2)[CH2:3][CH2:2]1, predict the reactants needed to synthesize it. The reactants are: [CH:1]1([NH:10][C:11]2[N:16]3[N:17]=[CH:18][C:19]([C:20](O)=[O:21])=[C:15]3[N:14]=[CH:13][C:12]=2[C:23]([N:25]2[CH2:30][CH2:29][CH:28]([C:31]3[CH:36]=[CH:35][CH:34]=[CH:33][CH:32]=3)[CH2:27][CH2:26]2)=[O:24])[C:9]2[C:4](=[CH:5][CH:6]=[CH:7][CH:8]=2)[CH2:3][CH2:2]1.[CH3:37][S:38]([NH2:41])(=[O:40])=[O:39]. (2) Given the product [Br:1][C:2]1[CH:7]=[CH:6][CH:5]=[C:4]([N+:8]([O-:10])=[O:9])[C:3]=1[CH2:11][O:16][C:14](=[O:15])[CH3:13], predict the reactants needed to synthesize it. The reactants are: [Br:1][C:2]1[CH:7]=[CH:6][CH:5]=[C:4]([N+:8]([O-:10])=[O:9])[C:3]=1[CH2:11]Br.[CH3:13][C:14]([O-:16])=[O:15].[K+]. (3) Given the product [F:28][C:26]1[CH:27]=[C:22]2[C:23](=[N:24][CH:25]=1)[O:29][CH2:2][C@H:3]([OH:30])[CH2:4][NH:5][C:6](=[O:7])[C:8]1=[C:12]3[N:13]=[C:14]([CH:15]=[CH:16][N:11]3[N:10]=[CH:9]1)[N:17]1[C@@H:18]2[CH2:19][CH2:20][CH2:21]1, predict the reactants needed to synthesize it. The reactants are: Cl[CH2:2][C@H:3]([OH:30])[CH2:4][NH:5][C:6]([C:8]1[CH:9]=[N:10][N:11]2[CH:16]=[CH:15][C:14]([N:17]3[CH2:21][CH2:20][CH2:19][C@@H:18]3[C:22]3[C:23](=[O:29])[NH:24][CH:25]=[C:26]([F:28])[CH:27]=3)=[N:13][C:12]=12)=[O:7].C([O-])([O-])=O.[Cs+].[Cs+]. (4) Given the product [F:22][C:21]([F:24])([F:23])[C:19]([OH:25])=[O:20].[NH:8]1[CH2:11][CH:10]([CH2:12][C:13]2[CH:18]=[CH:17][CH:16]=[CH:15][N:14]=2)[CH2:9]1.[C:19]([OH:25])([C:21]([F:24])([F:23])[F:22])=[O:20], predict the reactants needed to synthesize it. The reactants are: C(OC([N:8]1[CH2:11][CH:10]([CH2:12][C:13]2[CH:18]=[CH:17][CH:16]=[CH:15][N:14]=2)[CH2:9]1)=O)(C)(C)C.[C:19]([OH:25])([C:21]([F:24])([F:23])[F:22])=[O:20]. (5) Given the product [C:28]1([C:27]([NH:1][C:2]2[CH:3]=[C:4]([CH2:8][N:9]3[CH2:14][CH2:13][N:12]([C:15]4[C:20]([C:21]([O:23][CH:24]([CH3:26])[CH3:25])=[O:22])=[CH:19][CH:18]=[CH:17][N:16]=4)[CH2:11][CH2:10]3)[CH:5]=[CH:6][CH:7]=2)=[O:34])[CH:33]=[CH:32][CH:31]=[CH:30][CH:29]=1, predict the reactants needed to synthesize it. The reactants are: [NH2:1][C:2]1[CH:3]=[C:4]([CH2:8][N:9]2[CH2:14][CH2:13][N:12]([C:15]3[C:20]([C:21]([O:23][CH:24]([CH3:26])[CH3:25])=[O:22])=[CH:19][CH:18]=[CH:17][N:16]=3)[CH2:11][CH2:10]2)[CH:5]=[CH:6][CH:7]=1.[C:27](O)(=[O:34])[C:28]1[CH:33]=[CH:32][CH:31]=[CH:30][CH:29]=1.CCN=C=NCCCN(C)C.C1C=CC2N(O)N=NC=2C=1. (6) Given the product [CH3:28][O:29][C:30]1[CH:35]=[CH:34][CH:33]=[CH:32][C:31]=1[C:2]1[N:27]=[C:5]2[CH:6]=[C:7]([NH:10][C:11]([C:13]3[N:17]([CH3:18])[N:16]=[CH:15][C:14]=3[C:19]([N:21]3[CH2:26][CH2:25][O:24][CH2:23][CH2:22]3)=[O:20])=[O:12])[CH:8]=[CH:9][N:4]2[N:3]=1, predict the reactants needed to synthesize it. The reactants are: Br[C:2]1[N:27]=[C:5]2[CH:6]=[C:7]([NH:10][C:11]([C:13]3[N:17]([CH3:18])[N:16]=[CH:15][C:14]=3[C:19]([N:21]3[CH2:26][CH2:25][O:24][CH2:23][CH2:22]3)=[O:20])=[O:12])[CH:8]=[CH:9][N:4]2[N:3]=1.[CH3:28][O:29][C:30]1[CH:35]=[CH:34][CH:33]=[CH:32][C:31]=1B(O)O.